Dataset: Catalyst prediction with 721,799 reactions and 888 catalyst types from USPTO. Task: Predict which catalyst facilitates the given reaction. (1) Reactant: [Cl:1][C:2]1[CH:3]=[C:4]2[C:8](=[CH:9][CH:10]=1)[NH:7][C:6](=[O:11])[CH2:5]2.[CH2:12](O)[CH3:13]. Product: [Cl:1][C:2]1[CH:3]=[C:4]2[C:8](=[CH:9][CH:10]=1)[NH:7][C:6](=[O:11])[CH:5]2[CH2:12][CH3:13]. The catalyst class is: 181. (2) Reactant: Cl.[Cl:2][C:3]1[CH:4]=[C:5]2[C:9](=[CH:10][CH:11]=1)[NH:8][CH:7]=[C:6]2[CH2:12][CH2:13][NH2:14].[CH3:15][O:16][C:17]1[CH:18]=[C:19]([N:23]2[CH2:27][CH2:26][CH:25]([C:28](O)=[O:29])[C:24]2=[O:31])[CH:20]=[CH:21][CH:22]=1.[CH3:15][O:16][C:17]1[CH:18]=[C:19]([N:23]2[CH2:27][CH2:26][CH:25]([C:28](O)=[O:29])[C:24]2=[O:31])[CH:20]=[CH:21][CH:22]=1.C1CN([P+](ON2N=NC3C=CC=CC2=3)(N2CCCC2)N2CCCC2)CC1.F[P-](F)(F)(F)(F)F.C(N(CC)C(C)C)(C)C. Product: [Cl:2][C:3]1[CH:4]=[C:5]2[C:9](=[CH:10][CH:11]=1)[NH:8][CH:7]=[C:6]2[CH2:12][CH2:13][NH:14][C:28]([CH:25]1[CH2:26][CH2:27][N:23]([C:19]2[CH:20]=[CH:21][CH:22]=[C:17]([O:16][CH3:15])[CH:18]=2)[C:24]1=[O:31])=[O:29]. The catalyst class is: 139. (3) Reactant: O[CH2:2][C:3]1[CH:8]=[CH:7][N:6]=[C:5]([NH:9][C:10](=[O:12])[CH3:11])[CH:4]=1.C(N(CC)CC)C.CS(Cl)(=O)=O.[Br:25][C:26]1[CH:27]=[C:28]([CH:42]=[C:43]([CH3:45])[CH:44]=1)[C:29]([C:31]1[NH:36][C:35](=[O:37])[NH:34][C:33](=[O:38])[C:32]=1[CH:39]([CH3:41])[CH3:40])=[O:30].C(=O)([O-])[O-].[K+].[K+].[I-].[Li+]. Product: [Br:25][C:26]1[CH:27]=[C:28]([CH:42]=[C:43]([CH3:45])[CH:44]=1)[C:29]([C:31]1[N:36]([CH2:2][C:3]2[CH:8]=[CH:7][N:6]=[C:5]([NH:9][C:10](=[O:12])[CH3:11])[CH:4]=2)[C:35](=[O:37])[NH:34][C:33](=[O:38])[C:32]=1[CH:39]([CH3:40])[CH3:41])=[O:30]. The catalyst class is: 794. (4) Reactant: [C:1]([O-:4])(=[S:3])[CH3:2].[K+].Cl[C@H:7]([CH2:11][C:12]1[CH:17]=[CH:16][CH:15]=[CH:14][CH:13]=1)[C:8]([OH:10])=[O:9]. Product: [C:1]([S:3][C@@H:7]([CH2:11][C:12]1[CH:17]=[CH:16][CH:15]=[CH:14][CH:13]=1)[C:8]([OH:10])=[O:9])(=[O:4])[CH3:2]. The catalyst class is: 60. (5) Reactant: CN(C(ON1N=NC2C=CC=NC1=2)=[N+](C)C)C.F[P-](F)(F)(F)(F)F.C(#N)C.[NH2:28][C:29]1[CH:56]=[CH:55][CH:54]=[CH:53][C:30]=1[O:31][CH2:32][C:33]([OH:52])([CH3:51])[CH2:34][N:35]1[CH2:40][CH2:39][CH:38]([N:41]2[C:45]3[CH:46]=[CH:47][CH:48]=[CH:49][C:44]=3[NH:43][C:42]2=[O:50])[CH2:37][CH2:36]1.[N:57]1[CH:62]=[CH:61][CH:60]=[CH:59][C:58]=1[C:63](O)=[O:64].CCN(C(C)C)C(C)C. Product: [OH:52][C:33]([CH3:51])([CH2:34][N:35]1[CH2:36][CH2:37][CH:38]([N:41]2[C:45]3[CH:46]=[CH:47][CH:48]=[CH:49][C:44]=3[NH:43][C:42]2=[O:50])[CH2:39][CH2:40]1)[CH2:32][O:31][C:30]1[CH:53]=[CH:54][CH:55]=[CH:56][C:29]=1[NH:28][C:63]([C:58]1[CH:59]=[CH:60][CH:61]=[CH:62][N:57]=1)=[O:64]. The catalyst class is: 1. (6) Reactant: [F:1][C:2]1[CH:7]=[CH:6][CH:5]=[CH:4][C:3]=1[C:8]1[CH:9]=[CH:10][C:11]2[N:12]([CH:14]=[C:15]([C:17]3[CH:18]=[N:19][C:20]([CH3:26])=[C:21]([N+:23]([O-])=O)[CH:22]=3)[N:16]=2)[N:13]=1.CC(O)=O.N1C=CC=CC=1.[CH3:37][C:38]([CH3:43])([CH3:42])[C:39](Cl)=[O:40]. Product: [F:1][C:2]1[CH:7]=[CH:6][CH:5]=[CH:4][C:3]=1[C:8]1[CH:9]=[CH:10][C:11]2[N:12]([CH:14]=[C:15]([C:17]3[CH:22]=[C:21]([NH:23][C:39](=[O:40])[C:38]([CH3:43])([CH3:42])[CH3:37])[C:20]([CH3:26])=[N:19][CH:18]=3)[N:16]=2)[N:13]=1. The catalyst class is: 190.